This data is from Forward reaction prediction with 1.9M reactions from USPTO patents (1976-2016). The task is: Predict the product of the given reaction. (1) Given the reactants [CH2:1]([C:12]1[N:16]=[C:15]([C:17]2[CH:24]=[CH:23][C:20]([CH:21]=O)=[CH:19][CH:18]=2)[O:14][N:13]=1)[CH2:2][CH2:3][CH2:4][CH2:5][CH2:6][CH2:7][CH2:8][CH2:9][CH2:10][CH3:11].[O:25]1[C:29]2[CH:30]=[CH:31][C:32]([NH2:34])=[CH:33][C:28]=2[O:27][CH2:26]1, predict the reaction product. The product is: [O:25]1[C:29]2[CH:30]=[CH:31][C:32]([NH:34][CH2:21][C:20]3[CH:23]=[CH:24][C:17]([C:15]4[O:14][N:13]=[C:12]([CH2:1][CH2:2][CH2:3][CH2:4][CH2:5][CH2:6][CH2:7][CH2:8][CH2:9][CH2:10][CH3:11])[N:16]=4)=[CH:18][CH:19]=3)=[CH:33][C:28]=2[O:27][CH2:26]1. (2) Given the reactants [N:1]1[CH:6]=[CH:5][CH:4]=[C:3]([C:7]2[CH:16]=[C:15]([C:17]([O:19]C)=[O:18])[CH:14]=[CH:13][C:8]=2[C:9]([O:11][CH3:12])=[O:10])[CH:2]=1.[OH-].[Na+], predict the reaction product. The product is: [CH3:12][O:11][C:9]([C:8]1[CH:13]=[CH:14][C:15]([C:17]([OH:19])=[O:18])=[CH:16][C:7]=1[C:3]1[CH:2]=[N:1][CH:6]=[CH:5][CH:4]=1)=[O:10]. (3) Given the reactants Cl.[NH2:2][C@H:3]1[CH2:8][CH2:7][CH2:6][N:5]([CH:9]([CH3:11])[CH3:10])[C:4]1=[O:12].Br[C:14]1[CH:18]=[C:17]([C:19]#[C:20][C:21]([CH3:24])([CH3:23])[CH3:22])[S:16][C:15]=1[C:25]([O:27][CH3:28])=[O:26].C(=O)([O-])[O-].[Cs+].[Cs+].C1C=CC(P(C2C(C3C(P(C4C=CC=CC=4)C4C=CC=CC=4)=CC=C4C=3C=CC=C4)=C3C(C=CC=C3)=CC=2)C2C=CC=CC=2)=CC=1, predict the reaction product. The product is: [CH3:22][C:21]([CH3:24])([CH3:23])[C:20]#[C:19][C:17]1[S:16][C:15]([C:25]([O:27][CH3:28])=[O:26])=[C:14]([NH:2][C@H:3]2[CH2:8][CH2:7][CH2:6][N:5]([CH:9]([CH3:10])[CH3:11])[C:4]2=[O:12])[CH:18]=1.